Dataset: Catalyst prediction with 721,799 reactions and 888 catalyst types from USPTO. Task: Predict which catalyst facilitates the given reaction. (1) Reactant: Br[C:2]1([C:6]([O:8][CH2:9][CH3:10])=[O:7])[CH2:5][CH2:4][CH2:3]1.[CH3:11][O:12][CH2:13][C:14]1[CH:15]=[C:16]2[C:21](=[CH:22][CH:23]=1)[N:20]=[CH:19][CH:18]=[C:17]2[S-:24].[Na+]. Product: [CH3:11][O:12][CH2:13][C:14]1[CH:15]=[C:16]2[C:21](=[CH:22][CH:23]=1)[N:20]=[CH:19][CH:18]=[C:17]2[S:24][C:2]1([C:6]([O:8][CH2:9][CH3:10])=[O:7])[CH2:5][CH2:4][CH2:3]1. The catalyst class is: 9. (2) Reactant: CS(O[CH2:6][CH2:7][CH2:8][CH:9]([C:21]1[CH:26]=[CH:25][C:24]([C:27]#[N:28])=[CH:23][CH:22]=1)[O:10][C:11]1[CH:16]=[CH:15][C:14]([O:17][CH3:18])=[C:13]([O:19][CH3:20])[CH:12]=1)(=O)=O.[CH2:29]1[CH:33]2[CH2:34][NH:35][CH2:36][CH:32]2[CH2:31][N:30]1[C:37]([O:39][C:40]([CH3:43])([CH3:42])[CH3:41])=[O:38].C([O-])([O-])=O.[Cs+].[Cs+]. Product: [C:27]([C:24]1[CH:23]=[CH:22][C:21]([CH:9]([O:10][C:11]2[CH:16]=[CH:15][C:14]([O:17][CH3:18])=[C:13]([O:19][CH3:20])[CH:12]=2)[CH2:8][CH2:7][CH2:6][N:35]2[CH2:34][CH:33]3[CH2:29][N:30]([C:37]([O:39][C:40]([CH3:43])([CH3:42])[CH3:41])=[O:38])[CH2:31][CH:32]3[CH2:36]2)=[CH:26][CH:25]=1)#[N:28]. The catalyst class is: 23. (3) Reactant: [CH3:1][C:2]1[N:22]([CH2:23][O:24][CH2:25][CH2:26][Si:27]([CH3:30])([CH3:29])[CH3:28])[C:5]2=[N:6][CH:7]=[C:8]([C:10]3[CH:15]=[C:14]([O:16][CH3:17])[C:13]([O:18][CH3:19])=[C:12]([O:20][CH3:21])[CH:11]=3)[N:9]=[C:4]2[C:3]=1[C:31]([OH:33])=O.C1CN([P+](ON2N=[N:58][C:53]3[CH:54]=CC=C[C:52]2=3)(N2CCCC2)N2CCCC2)CC1.F[P-](F)(F)(F)(F)F.[CH2:67](N)CCC. Product: [C:53]([NH:58][C:31]([C:3]1[C:4]2[C:5](=[N:6][CH:7]=[C:8]([C:10]3[CH:15]=[C:14]([O:16][CH3:17])[C:13]([O:18][CH3:19])=[C:12]([O:20][CH3:21])[CH:11]=3)[N:9]=2)[N:22]([CH2:23][O:24][CH2:25][CH2:26][Si:27]([CH3:28])([CH3:30])[CH3:29])[C:2]=1[CH3:1])=[O:33])([CH3:67])([CH3:54])[CH3:52]. The catalyst class is: 3. (4) Reactant: [CH3:1][O:2][C:3]1[CH:4]=[C:5]([C:12]([C:16]2[CH:21]=[C:20]([O:22][CH3:23])[C:19]([O:24][CH3:25])=[C:18]([O:26][CH3:27])[CH:17]=2)=[CH:13][C:14]#[N:15])[CH:6]=[CH:7][C:8]=1[N+:9]([O-])=O.O.O.[Sn](Cl)(Cl)(Cl)Cl.[OH-].[Na+]. Product: [NH2:9][C:8]1[CH:7]=[CH:6][C:5]([C:12]([C:16]2[CH:21]=[C:20]([O:22][CH3:23])[C:19]([O:24][CH3:25])=[C:18]([O:26][CH3:27])[CH:17]=2)=[CH:13][C:14]#[N:15])=[CH:4][C:3]=1[O:2][CH3:1]. The catalyst class is: 8.